This data is from Forward reaction prediction with 1.9M reactions from USPTO patents (1976-2016). The task is: Predict the product of the given reaction. (1) Given the reactants [F:1][C:2]1[CH:7]=[C:6]([F:8])[CH:5]=[CH:4][C:3]=1Br.[Br-].[NH:11]1[CH2:16][CH2:15][NH:14][CH2:13][CH2:12]1.CC(C)([O-])C.[Na+].C1C=CC(P(C2C(C3C(P(C4C=CC=CC=4)C4C=CC=CC=4)=CC=C4C=3C=CC=C4)=C3C(C=CC=C3)=CC=2)C2C=CC=CC=2)=CC=1, predict the reaction product. The product is: [F:1][C:2]1[CH:7]=[C:6]([F:8])[CH:5]=[CH:4][C:3]=1[N:11]1[CH2:16][CH2:15][NH:14][CH2:13][CH2:12]1. (2) Given the reactants OS(O)(=O)=O.[F:6][C:7]1[CH:13]=[CH:12][CH:11]=[CH:10][C:8]=1[NH2:9].[CH:14]([C:16]([CH3:18])=O)=[CH2:15], predict the reaction product. The product is: [F:6][C:7]1[CH:13]=[CH:12][CH:11]=[C:10]2[C:8]=1[N:9]=[CH:15][CH:14]=[C:16]2[CH3:18]. (3) Given the reactants [OH:1][C:2]1[CH:11]=[C:10]([O:12][CH2:13][CH2:14][O:15][CH3:16])[CH:9]=[CH:8][C:3]=1[C:4]([O:6][CH3:7])=[O:5].[C:17]([O:21][C:22]([NH:24][CH2:25][C:26]([CH3:30])([CH3:29])[CH2:27]O)=[O:23])([CH3:20])([CH3:19])[CH3:18], predict the reaction product. The product is: [C:17]([O:21][C:22]([NH:24][CH2:25][C:26]([CH3:30])([CH3:29])[CH2:27][O:1][C:2]1[CH:11]=[C:10]([O:12][CH2:13][CH2:14][O:15][CH3:16])[CH:9]=[CH:8][C:3]=1[C:4]([O:6][CH3:7])=[O:5])=[O:23])([CH3:20])([CH3:19])[CH3:18]. (4) Given the reactants [O:1]=[C:2]1[NH:6][C:5](=[O:7])[C:4](=[CH:8][C:9]2[CH:14]=[CH:13][C:12]([C:15]3[CH:20]=[CH:19][CH:18]=[C:17]([CH2:21][N:22]([CH3:31])[C:23](=[O:30])[CH2:24][CH2:25][CH2:26][CH2:27][CH2:28][CH3:29])[CH:16]=3)=[CH:11][CH:10]=2)[S:3]1, predict the reaction product. The product is: [O:1]=[C:2]1[NH:6][C:5](=[O:7])[CH:4]([CH2:8][C:9]2[CH:14]=[CH:13][C:12]([C:15]3[CH:20]=[CH:19][CH:18]=[C:17]([CH2:21][N:22]([CH3:31])[C:23](=[O:30])[CH2:24][CH2:25][CH2:26][CH2:27][CH2:28][CH3:29])[CH:16]=3)=[CH:11][CH:10]=2)[S:3]1. (5) Given the reactants CC(CC(O[C@@H:8]1[C@@:12]2([O:14][CH2:13]2)[C@H:11]2[C@H:15](OC(CC(C)C)=O)[O:16][CH:17]=[C:18]([CH2:19][O:20][C:21]([CH3:23])=[O:22])[C:10]2=[CH:9]1)=O)C, predict the reaction product. The product is: [CH3:23][C:21]([O:20][CH2:19][C:18]1[C:10]2=[CH:9][CH:8]=[C:12]([CH:13]=[O:14])[C:11]2=[CH:15][O:16][CH:17]=1)=[O:22]. (6) Given the reactants [CH2:1]([O:3][C:4]([C:6]1[CH:15]=[CH:14][C:13]2[C:8](=[CH:9][CH:10]=[C:11](N)[CH:12]=2)[CH:7]=1)=[O:5])[CH3:2].[F:17][B-](F)(F)F.N#[O+], predict the reaction product. The product is: [CH2:1]([O:3][C:4]([C:6]1[CH:15]=[CH:14][C:13]2[C:8](=[CH:9][CH:10]=[C:11]([F:17])[CH:12]=2)[CH:7]=1)=[O:5])[CH3:2].